This data is from Reaction yield outcomes from USPTO patents with 853,638 reactions. The task is: Predict the reaction yield, written as a fraction of the theoretical maximum amount of product (1.0 means a 100% yield; for example, 0.34 means a 34% yield). (1) The reactants are Cl[C:2]1[N:7]=[C:6]2[C:8]([CH2:11][C:12]([O:14][CH3:15])=[O:13])=[CH:9][O:10][C:5]2=[CH:4][CH:3]=1.CC(C1C=C(C(C)C)C(C2C=CC=CC=2P(C2CCCCC2)C2CCCCC2)=C(C(C)C)C=1)C.[CH3:50][C:51]1[CH:55]=[C:54]([Sn](CCCC)(CCCC)CCCC)[O:53][N:52]=1.O1CCOCC1. The catalyst is C([O-])(=O)C.[Pd+2].C([O-])(=O)C.CO.C(Cl)Cl. The product is [CH3:50][C:51]1[CH:55]=[C:54]([C:2]2[N:7]=[C:6]3[C:8]([CH2:11][C:12]([O:14][CH3:15])=[O:13])=[CH:9][O:10][C:5]3=[CH:4][CH:3]=2)[O:53][N:52]=1. The yield is 0.963. (2) The reactants are [C:1](=[O:22])(OC1C=CC([N+]([O-])=O)=CC=1)[O:2][CH2:3][CH2:4][N:5]1[CH2:10][CH2:9][N:8]([CH3:11])[CH2:7][CH2:6]1.[CH3:23]CN(C(C)C)C(C)C.C[CH:33]1[CH2:38][N:37]([C:39]2[CH:44]=[CH:43][CH:42]=[C:41]([CH3:45])[CH:40]=2)[CH2:36][CH2:35][NH:34]1. The catalyst is CN(C=O)C. The product is [CH3:23][CH:38]1[N:37]([C:39]2[CH:44]=[CH:43][CH:42]=[C:41]([CH3:45])[CH:40]=2)[CH2:36][CH2:35][N:34]([C:1]([O:2][CH2:3][CH2:4][N:5]2[CH2:6][CH2:7][N:8]([CH3:11])[CH2:9][CH2:10]2)=[O:22])[CH2:33]1. The yield is 0.690. (3) The reactants are [OH:1][CH2:2][CH2:3][CH2:4][N:5]1[C:14]2[CH:13]=[C:12]([C:15]([O:17]C)=[O:16])[CH:11]=[CH:10][C:9]=2[C:8]2[S:19][CH:20]=[CH:21][C:7]=2[C:6]1=[O:22].[Li+].[OH-].Cl. The catalyst is C1COCC1.CO.O. The product is [OH:1][CH2:2][CH2:3][CH2:4][N:5]1[C:14]2[CH:13]=[C:12]([C:15]([OH:17])=[O:16])[CH:11]=[CH:10][C:9]=2[C:8]2[S:19][CH:20]=[CH:21][C:7]=2[C:6]1=[O:22]. The yield is 0.220. (4) The reactants are [C:1]([CH:5]1[CH2:10][CH2:9][CH:8]([O:11][C:12]2[CH:13]=[C:14]3[C:19](=[CH:20][CH:21]=2)[N:18]=[C:17]([C:22](=O)[CH3:23])[CH:16]=[CH:15]3)[CH2:7][CH2:6]1)([CH3:4])([CH3:3])[CH3:2].[CH3:25][C:26]([S@@:29]([NH2:31])=[O:30])([CH3:28])[CH3:27].C(Cl)Cl. The product is [C:1]([C@H:5]1[CH2:10][CH2:9][C@H:8]([O:11][C:12]2[CH:13]=[C:14]3[C:19](=[CH:20][CH:21]=2)[N:18]=[C:17](/[C:22](=[N:31]\[S@@:29]([C:26]([CH3:28])([CH3:27])[CH3:25])=[O:30])/[CH3:23])[CH:16]=[CH:15]3)[CH2:7][CH2:6]1)([CH3:4])([CH3:3])[CH3:2]. The catalyst is [Cl-].[Na+].O. The yield is 0.450. (5) The reactants are [NH2:1][C@H:2]([CH2:4][OH:5])[CH3:3].[CH2:6]([O:13][C:14](Cl)=[O:15])[C:7]1[CH:12]=[CH:11][CH:10]=[CH:9][CH:8]=1.C(N(CC)CC)C. The catalyst is C(Cl)Cl. The product is [CH2:6]([O:13][C:14](=[O:15])[NH:1][C@@H:2]([CH3:3])[CH2:4][OH:5])[C:7]1[CH:12]=[CH:11][CH:10]=[CH:9][CH:8]=1. The yield is 0.830. (6) The reactants are [SH:1][C:2]1[N:10]=[CH:9][CH:8]=[CH:7][C:3]=1[C:4]([OH:6])=O.[Cl:11][C:12]1[CH:18]=[CH:17][C:15]([NH2:16])=[CH:14][CH:13]=1.C(N(CC)C(C)C)(C)C.O. The catalyst is CN(C)C=O. The product is [Cl:11][C:12]1[CH:18]=[CH:17][C:15]([NH:16][C:4]([C:3]2[C:2]([SH:1])=[N:10][CH:9]=[CH:8][CH:7]=2)=[O:6])=[CH:14][CH:13]=1. The yield is 0.590.